Dataset: Full USPTO retrosynthesis dataset with 1.9M reactions from patents (1976-2016). Task: Predict the reactants needed to synthesize the given product. Given the product [Cl:1][C:2]1[C:10]([O:11][CH2:12][CH2:13][C:14]([F:17])([F:16])[F:15])=[C:9]([Cl:18])[CH:8]=[C:7]([F:19])[C:3]=1[C:4]([Cl:22])=[O:5], predict the reactants needed to synthesize it. The reactants are: [Cl:1][C:2]1[C:10]([O:11][CH2:12][CH2:13][C:14]([F:17])([F:16])[F:15])=[C:9]([Cl:18])[CH:8]=[C:7]([F:19])[C:3]=1[C:4](O)=[O:5].S(Cl)([Cl:22])=O.